This data is from CYP1A2 inhibition data for predicting drug metabolism from PubChem BioAssay. The task is: Regression/Classification. Given a drug SMILES string, predict its absorption, distribution, metabolism, or excretion properties. Task type varies by dataset: regression for continuous measurements (e.g., permeability, clearance, half-life) or binary classification for categorical outcomes (e.g., BBB penetration, CYP inhibition). Dataset: cyp1a2_veith. (1) The result is 0 (non-inhibitor). The compound is CN(CC(=O)O)Cc1c(O)c(Cl)cc(Cl)c1Cl. (2) The compound is Cc1cnc(CNc2ncnc3ccc(-c4cccc(NS(C)(=O)=O)c4)cc23)cn1. The result is 1 (inhibitor). (3) The compound is COc1cccc(Nc2ncc3nc(-c4cccs4)c(=O)n(CCC#N)c3n2)c1. The result is 1 (inhibitor).